This data is from Full USPTO retrosynthesis dataset with 1.9M reactions from patents (1976-2016). The task is: Predict the reactants needed to synthesize the given product. (1) The reactants are: [Br:1][C:2]1[C:3]([O:11][C:12]2[CH:17]=[CH:16][C:15]([F:18])=[CH:14][C:13]=2[F:19])=[N:4][CH:5]=[C:6]([N+:8]([O-])=O)[CH:7]=1.[Cl-].[NH4+].O.C(O)C. Given the product [Br:1][C:2]1[CH:7]=[C:6]([NH2:8])[CH:5]=[N:4][C:3]=1[O:11][C:12]1[CH:17]=[CH:16][C:15]([F:18])=[CH:14][C:13]=1[F:19], predict the reactants needed to synthesize it. (2) Given the product [S:19]1[CH:20]=[CH:21][N:22]=[C:18]1[CH2:17][O:12][CH:10]1[CH2:11][N:8]([C:1]([O:3][C:4]([CH3:7])([CH3:6])[CH3:5])=[O:2])[CH2:9]1, predict the reactants needed to synthesize it. The reactants are: [C:1]([N:8]1[CH2:11][CH:10]([OH:12])[CH2:9]1)([O:3][C:4]([CH3:7])([CH3:6])[CH3:5])=[O:2].[H-].[Na+].[Cl-].Cl[CH2:17][C:18]1[S:19][CH:20]=[CH:21][NH+:22]=1. (3) Given the product [C:26]([O:25][C:23]([N:20]1[CH2:21][CH2:22][CH:17]([NH:16][CH:2]([C:4]2[N:13]([CH3:14])[C:12](=[O:15])[C:11]3[C:6](=[CH:7][CH:8]=[CH:9][CH:10]=3)[N:5]=2)[CH3:3])[CH2:18][CH2:19]1)=[O:24])([CH3:29])([CH3:27])[CH3:28], predict the reactants needed to synthesize it. The reactants are: Br[CH:2]([C:4]1[N:13]([CH3:14])[C:12](=[O:15])[C:11]2[C:6](=[CH:7][CH:8]=[CH:9][CH:10]=2)[N:5]=1)[CH3:3].[NH2:16][CH:17]1[CH2:22][CH2:21][N:20]([C:23]([O:25][C:26]([CH3:29])([CH3:28])[CH3:27])=[O:24])[CH2:19][CH2:18]1.[I-].[K+].C(=O)([O-])[O-].[K+].[K+]. (4) Given the product [Cl:37][CH2:38][CH2:39][NH:40][C:13]([C:10]1[NH:11][C:12]2[C:8]([CH:9]=1)=[CH:7][CH:6]=[CH:5][C:4]=2[N+:1]([O-:3])=[O:2])=[O:15], predict the reactants needed to synthesize it. The reactants are: [N+:1]([C:4]1[CH:5]=[CH:6][CH:7]=[C:8]2[C:12]=1[NH:11][C:10]([C:13]([OH:15])=O)=[CH:9]2)([O-:3])=[O:2].C(N(CC)CC)C.C(Cl)CCl.C1C=CC2N(O)N=NC=2C=1.[Cl:37][CH2:38][CH2:39][NH2:40].Cl. (5) Given the product [CH3:33][O:32][C:22]1[CH:21]=[CH:20][C:19]([C:10]2[CH2:11][O:12][C:13]3[C:8]([CH:9]=2)=[CH:7][CH:6]=[C:5]([OH:4])[C:14]=3[OH:15])=[CH:24][CH:23]=1, predict the reactants needed to synthesize it. The reactants are: C([O:4][C:5]1[C:14]([O:15]C(=O)C)=[C:13]2[C:8]([C:9](OC)=[C:10]([C:19]3[CH:24]=[CH:23][CH:22]=[CH:21][CH:20]=3)[CH2:11][O:12]2)=[CH:7][CH:6]=1)(=O)C.N1C=CN=C1.[O:32]1C2C(=CC=C(O)C=2O)C=C(C2C=CC(O)=CC=2)[CH2:33]1.